Dataset: Forward reaction prediction with 1.9M reactions from USPTO patents (1976-2016). Task: Predict the product of the given reaction. (1) Given the reactants [F:1][C:2]1[CH:3]=[C:4]([CH:8]=[CH:9][C:10]=1[C:11]1[S:12][C:13]2[C:18]([N:19]=1)=[CH:17][CH:16]=[C:15]([C:20]1([C:23]3[CH:28]=[CH:27][CH:26]=[CH:25][CH:24]=3)[CH2:22][CH2:21]1)[N:14]=2)[C:5](O)=[O:6].[CH:29]1([NH2:32])[CH2:31][CH2:30]1, predict the reaction product. The product is: [CH:29]1([NH:32][C:5](=[O:6])[C:4]2[CH:8]=[CH:9][C:10]([C:11]3[S:12][C:13]4[C:18]([N:19]=3)=[CH:17][CH:16]=[C:15]([C:20]3([C:23]5[CH:24]=[CH:25][CH:26]=[CH:27][CH:28]=5)[CH2:21][CH2:22]3)[N:14]=4)=[C:2]([F:1])[CH:3]=2)[CH2:31][CH2:30]1. (2) Given the reactants [NH:1]([C:8](=[O:28])[CH:9]([C:19]1[CH:27]=[CH:26][C:22]([C:23]([OH:25])=[O:24])=[CH:21][CH:20]=1)[C:10]([NH:12][C:13]1[CH:18]=[CH:17][CH:16]=[CH:15][CH:14]=1)=[O:11])[C:2]1[CH:7]=[CH:6][CH:5]=[CH:4][CH:3]=1.CCN=C=NCCCN(C)C.C1C=CC2N([OH:49])N=NC=2C=1.[NH2:50][C:51]1[CH:56]=[CH:55][CH:54]=[CH:53][C:52]=1[NH:57][C:58](=[O:64])[O:59][C:60]([CH3:63])([CH3:62])[CH3:61], predict the reaction product. The product is: [NH:1]([C:8](=[O:28])[CH:9]([C:19]1[CH:20]=[CH:21][C:22]([C:23]([NH:50][C:51]2[CH:56]=[CH:55][CH:54]=[CH:53][C:52]=2[NH:57][C:58](=[O:64])[O:59][C:60]([CH3:61])([CH3:63])[CH3:62])=[O:24])=[CH:26][CH:27]=1)[C:10]([NH:12][C:13]1[CH:18]=[CH:17][CH:16]=[CH:15][CH:14]=1)=[O:11])[C:2]1[CH:7]=[CH:6][CH:5]=[CH:4][CH:3]=1.[C:23](=[O:24])([OH:49])[OH:25]. (3) Given the reactants C([O:8][C:9]1[CH:10]=[N:11][CH:12]=[CH:13][C:14]=1[C:15]1[O:16][C:17]2[CH:23]=[CH:22][C:21]([C:24]([F:27])([F:26])[F:25])=[CH:20][C:18]=2[N:19]=1)C1C=CC=CC=1.[H][H], predict the reaction product. The product is: [F:26][C:24]([F:25])([F:27])[C:21]1[CH:22]=[CH:23][C:17]2[O:16][C:15]([C:14]3[CH:13]=[CH:12][N:11]=[CH:10][C:9]=3[OH:8])=[N:19][C:18]=2[CH:20]=1. (4) Given the reactants CN(C=O)C.[CH:6]1([C:12]2([CH3:20])[N:16]([CH3:17])[C:15](=[O:18])[NH:14][C:13]2=[O:19])[CH2:11][CH2:10][CH2:9][CH2:8][CH2:7]1.[H-].[Na+].Br[CH2:24][C:25]([C:27]1[CH:32]=[CH:31][CH:30]=[C:29]([OH:33])[CH:28]=1)=[O:26], predict the reaction product. The product is: [CH:6]1([C:12]2([CH3:20])[N:16]([CH3:17])[C:15](=[O:18])[N:14]([CH2:24][C:25]([C:27]3[CH:32]=[CH:31][CH:30]=[C:29]([OH:33])[CH:28]=3)=[O:26])[C:13]2=[O:19])[CH2:7][CH2:8][CH2:9][CH2:10][CH2:11]1. (5) The product is: [Cl:20][C:6]1[CH:5]=[N:4][CH:3]=[C:2]([Cl:1])[C:7]=1[S:8][C:9]1[S:13][C:12]([C:14]([NH:28][C:24]2[S:25][C:26]([CH3:27])=[C:22]([CH3:21])[N:23]=2)=[O:16])=[CH:11][C:10]=1[N+:17]([O-:19])=[O:18]. Given the reactants [Cl:1][C:2]1[CH:3]=[N:4][CH:5]=[C:6]([Cl:20])[C:7]=1[S:8][C:9]1[S:13][C:12]([C:14]([OH:16])=O)=[CH:11][C:10]=1[N+:17]([O-:19])=[O:18].[CH3:21][C:22]1[N:23]=[C:24]([NH2:28])[S:25][C:26]=1[CH3:27], predict the reaction product. (6) Given the reactants CC(OI1(OC(C)=O)(OC(C)=O)OC(=O)C2C=CC=CC1=2)=O.[Cl:23][C:24]1[CH:25]=[CH:26][C:27]([O:47][CH2:48][C:49]2[CH:54]=[CH:53][CH:52]=[CH:51][CH:50]=2)=[C:28]([CH2:30][C:31]2[O:35][C:34]([C:36]3[NH:40][C:39]4[CH:41]=[CH:42][C:43]([CH2:45][OH:46])=[CH:44][C:38]=4[N:37]=3)=[CH:33][CH:32]=2)[CH:29]=1, predict the reaction product. The product is: [Cl:23][C:24]1[CH:25]=[CH:26][C:27]([O:47][CH2:48][C:49]2[CH:50]=[CH:51][CH:52]=[CH:53][CH:54]=2)=[C:28]([CH2:30][C:31]2[O:35][C:34]([C:36]3[NH:40][C:39]4[CH:41]=[CH:42][C:43]([CH:45]=[O:46])=[CH:44][C:38]=4[N:37]=3)=[CH:33][CH:32]=2)[CH:29]=1. (7) Given the reactants F[C:2]1[C:11]2[C:6](=[CH:7][CH:8]=[CH:9][CH:10]=2)[C:5]([C:12]#[N:13])=[CH:4][CH:3]=1.[CH:14]1([CH2:17][NH2:18])[CH2:16][CH2:15]1, predict the reaction product. The product is: [CH:14]1([CH2:17][NH:18][C:2]2[C:11]3[C:6](=[CH:7][CH:8]=[CH:9][CH:10]=3)[C:5]([C:12]#[N:13])=[CH:4][CH:3]=2)[CH2:16][CH2:15]1. (8) Given the reactants [C:1]1([CH2:7][O:8][C:9]2[CH:10]=[C:11]([CH2:15][C:16]([O:18]CC3C=CC=CC=3)=O)[CH:12]=[CH:13][CH:14]=2)[CH:6]=[CH:5][CH:4]=[CH:3][CH:2]=1.O.[OH-].[Li+].C1(COC2C=C(CC(O)=O)C=CC=2)C=CC=CC=1.C(Cl)(=O)C([Cl:50])=O, predict the reaction product. The product is: [C:1]1([CH2:7][O:8][C:9]2[CH:10]=[C:11]([CH2:15][C:16]([Cl:50])=[O:18])[CH:12]=[CH:13][CH:14]=2)[CH:6]=[CH:5][CH:4]=[CH:3][CH:2]=1. (9) Given the reactants [NH2:1][C:2]1[CH:3]=[C:4]([OH:9])[CH:5]=[CH:6][C:7]=1[NH2:8].[C:10]([O:14][C:15]([NH:17][C:18](=NC(OC(C)(C)C)=O)SC)=[O:16])([CH3:13])([CH3:12])[CH3:11], predict the reaction product. The product is: [C:10]([O:14][C:15](=[O:16])[NH:17][C:18]1[NH:8][C:7]2[CH:6]=[CH:5][C:4]([OH:9])=[CH:3][C:2]=2[N:1]=1)([CH3:13])([CH3:12])[CH3:11].